The task is: Regression. Given two drug SMILES strings and cell line genomic features, predict the synergy score measuring deviation from expected non-interaction effect.. This data is from NCI-60 drug combinations with 297,098 pairs across 59 cell lines. (1) Drug 1: C1=C(C(=O)NC(=O)N1)F. Drug 2: COCCOC1=C(C=C2C(=C1)C(=NC=N2)NC3=CC=CC(=C3)C#C)OCCOC.Cl. Cell line: MDA-MB-435. Synergy scores: CSS=26.8, Synergy_ZIP=6.23, Synergy_Bliss=6.25, Synergy_Loewe=2.66, Synergy_HSA=4.46. (2) Drug 1: CCC1=CC2CC(C3=C(CN(C2)C1)C4=CC=CC=C4N3)(C5=C(C=C6C(=C5)C78CCN9C7C(C=CC9)(C(C(C8N6C)(C(=O)OC)O)OC(=O)C)CC)OC)C(=O)OC.C(C(C(=O)O)O)(C(=O)O)O. Drug 2: CC1=C(N=C(N=C1N)C(CC(=O)N)NCC(C(=O)N)N)C(=O)NC(C(C2=CN=CN2)OC3C(C(C(C(O3)CO)O)O)OC4C(C(C(C(O4)CO)O)OC(=O)N)O)C(=O)NC(C)C(C(C)C(=O)NC(C(C)O)C(=O)NCCC5=NC(=CS5)C6=NC(=CS6)C(=O)NCCC[S+](C)C)O. Cell line: HCT-15. Synergy scores: CSS=20.8, Synergy_ZIP=-4.56, Synergy_Bliss=4.90, Synergy_Loewe=5.25, Synergy_HSA=6.99.